This data is from Peptide-MHC class I binding affinity with 185,985 pairs from IEDB/IMGT. The task is: Regression. Given a peptide amino acid sequence and an MHC pseudo amino acid sequence, predict their binding affinity value. This is MHC class I binding data. (1) The peptide sequence is LETRAETWM. The MHC is HLA-B40:01 with pseudo-sequence HLA-B40:01. The binding affinity (normalized) is 0.485. (2) The peptide sequence is YPLTFGWCF. The MHC is HLA-B54:01 with pseudo-sequence HLA-B54:01. The binding affinity (normalized) is 0.196. (3) The MHC is HLA-B51:01 with pseudo-sequence HLA-B51:01. The binding affinity (normalized) is 0.344. The peptide sequence is LPFTLGIMAI. (4) The peptide sequence is FAVAVLDNI. The MHC is Mamu-B17 with pseudo-sequence Mamu-B17. The binding affinity (normalized) is 0.379.